Predict the reactants needed to synthesize the given product. From a dataset of Full USPTO retrosynthesis dataset with 1.9M reactions from patents (1976-2016). (1) Given the product [Cl:1][C:2]1[C:10]2[C:5](=[N:6][C:7]([O:12][CH2:13][C:14]([OH:16])=[O:15])=[CH:8][C:9]=2[CH3:11])[N:4]([CH3:19])[N:3]=1, predict the reactants needed to synthesize it. The reactants are: [Cl:1][C:2]1[C:10]2[C:5](=[N:6][C:7]([O:12][CH2:13][C:14]([O:16]CC)=[O:15])=[CH:8][C:9]=2[CH3:11])[N:4]([CH3:19])[N:3]=1.O.[Li+].[OH-]. (2) Given the product [Cl:5][C:6]1[C:11]([Cl:12])=[CH:10][CH:9]=[CH:8][C:7]=1[S:13]([NH:16][C:17]1[C:22]([O:4][CH2:1][C:2]#[CH:3])=[N:21][C:20]([Cl:24])=[CH:19][N:18]=1)(=[O:15])=[O:14], predict the reactants needed to synthesize it. The reactants are: [CH2:1]([OH:4])[C:2]#[CH:3].[Cl:5][C:6]1[C:11]([Cl:12])=[CH:10][CH:9]=[CH:8][C:7]=1[S:13]([NH:16][C:17]1[C:22](Cl)=[N:21][C:20]([Cl:24])=[CH:19][N:18]=1)(=[O:15])=[O:14]. (3) Given the product [CH3:1][N:2]1[C:6]2[CH:7]=[CH:8][CH:9]=[CH:10][C:5]=2[N:4]=[C:3]1[CH2:11][O:12][C:13]1[CH:18]=[CH:17][C:16]([C:38]2[C:37]([C:34]3[CH:35]=[CH:36][N:31]=[CH:32][CH:33]=3)=[CH:41][N:40]([CH2:42][C:43]([F:44])([F:45])[F:46])[N:39]=2)=[CH:15][CH:14]=1, predict the reactants needed to synthesize it. The reactants are: [CH3:1][N:2]1[C:6]2[CH:7]=[CH:8][CH:9]=[CH:10][C:5]=2[N:4]=[C:3]1[CH2:11][O:12][C:13]1[CH:18]=[CH:17][C:16](C2N(C)N=CC=2C2C=CN=CC=2)=[CH:15][CH:14]=1.[N:31]1[CH:36]=[CH:35][C:34]([C:37]2[C:38](C3C=CC(O)=CC=3)=[N:39][N:40]([CH2:42][C:43]([F:46])([F:45])[F:44])[CH:41]=2)=[CH:33][CH:32]=1.